From a dataset of Forward reaction prediction with 1.9M reactions from USPTO patents (1976-2016). Predict the product of the given reaction. (1) Given the reactants [Cl:1][C:2]1[CH:17]=[CH:16][C:15]([C@H:18]2[C@H:23]([O:24][CH2:25][C:26]3[CH:31]=[CH:30][CH:29]=[CH:28][CH:27]=3)[C@@H:22]([O:32][CH2:33][C:34]3[CH:39]=[CH:38][CH:37]=[CH:36][CH:35]=3)[C@H:21]([O:40][CH2:41][C:42]3[CH:47]=[CH:46][CH:45]=[CH:44][CH:43]=3)[C@@H:20]([CH2:48][O:49][CH2:50][C:51]3[CH:56]=[CH:55][CH:54]=[CH:53][CH:52]=3)[O:19]2)=[CH:14][C:3]=1[CH2:4][C:5]1[CH:10]=[CH:9][C:8]([CH2:11][CH2:12][OH:13])=[CH:7][CH:6]=1.S([O-])([O-])(=O)=O.[Na+].[Na+].[F:64][C:65]([F:73])(S(F)(=O)=O)C(O)=O.O, predict the reaction product. The product is: [CH2:41]([O:40][C@H:21]1[C@H:22]([O:32][CH2:33][C:34]2[CH:39]=[CH:38][CH:37]=[CH:36][CH:35]=2)[C@@H:23]([O:24][CH2:25][C:26]2[CH:31]=[CH:30][CH:29]=[CH:28][CH:27]=2)[C@H:18]([C:15]2[CH:16]=[CH:17][C:2]([Cl:1])=[C:3]([CH2:4][C:5]3[CH:6]=[CH:7][C:8]([CH2:11][CH2:12][O:13][CH:65]([F:73])[F:64])=[CH:9][CH:10]=3)[CH:14]=2)[O:19][C@@H:20]1[CH2:48][O:49][CH2:50][C:51]1[CH:52]=[CH:53][CH:54]=[CH:55][CH:56]=1)[C:42]1[CH:43]=[CH:44][CH:45]=[CH:46][CH:47]=1. (2) Given the reactants Cl.[C:2]1([C:20]2[CH:25]=[CH:24][CH:23]=[CH:22][CH:21]=2)[CH:7]=[CH:6][C:5]([NH:8][C:9](=[O:19])[CH2:10][C:11](=[O:18])[N:12]2[CH2:17][CH2:16][NH:15][CH2:14][CH2:13]2)=[CH:4][CH:3]=1.C([O-])([O-])=O.[K+].[K+].Br[CH2:33][C:34]1[CH:39]=[CH:38][CH:37]=[CH:36][C:35]=1[C:40]([F:43])([F:42])[F:41], predict the reaction product. The product is: [C:2]1([C:20]2[CH:25]=[CH:24][CH:23]=[CH:22][CH:21]=2)[CH:3]=[CH:4][C:5]([NH:8][C:9](=[O:19])[CH2:10][C:11](=[O:18])[N:12]2[CH2:13][CH2:14][N:15]([CH2:33][C:34]3[CH:39]=[CH:38][CH:37]=[CH:36][C:35]=3[C:40]([F:41])([F:42])[F:43])[CH2:16][CH2:17]2)=[CH:6][CH:7]=1. (3) The product is: [CH3:1][CH2:2][CH2:3][C:4]1[C:5]2[N:14]=[C:13]([C:15]3[CH:16]=[C:17]([S:24]([N:27]4[CH2:32][CH2:31][N:30]([CH3:33])[CH2:29][CH2:28]4)(=[O:25])=[O:26])[CH:18]=[CH:19][C:20]=3[O:21][CH2:22][CH3:23])[NH:12][C:10](=[O:11])[C:6]=2[N:7]([CH3:9])[N:8]=1.[C:34]([O-:37])(=[O:36])[CH3:35]. Given the reactants [CH3:1][CH2:2][CH2:3][C:4]1[C:5]2[N:14]=[C:13]([C:15]3[CH:16]=[C:17]([S:24]([N:27]4[CH2:32][CH2:31][N:30]([CH3:33])[CH2:29][CH2:28]4)(=[O:26])=[O:25])[CH:18]=[CH:19][C:20]=3[O:21][CH2:22][CH3:23])[NH:12][C:10](=[O:11])[C:6]=2[N:7]([CH3:9])[N:8]=1.[C:34]([O-:37])(=[O:36])[CH3:35].[Na+].[Cl-], predict the reaction product.